Dataset: Full USPTO retrosynthesis dataset with 1.9M reactions from patents (1976-2016). Task: Predict the reactants needed to synthesize the given product. (1) Given the product [C:32]1([NH:38][C:39]([NH:1][C:2]2[CH:7]=[CH:6][CH:5]=[C:4]([C:8]3[N:13]4[N:14]=[C:15]([NH:17][C:18]5[CH:23]=[CH:22][C:21]([O:24][CH2:25][CH2:26][N:27]6[CH2:28][CH2:29][CH2:30][CH2:31]6)=[CH:20][CH:19]=5)[N:16]=[C:12]4[CH:11]=[CH:10][CH:9]=3)[CH:3]=2)=[O:40])[CH:37]=[CH:36][CH:35]=[CH:34][CH:33]=1, predict the reactants needed to synthesize it. The reactants are: [NH2:1][C:2]1[CH:3]=[C:4]([C:8]2[N:13]3[N:14]=[C:15]([NH:17][C:18]4[CH:23]=[CH:22][C:21]([O:24][CH2:25][CH2:26][N:27]5[CH2:31][CH2:30][CH2:29][CH2:28]5)=[CH:20][CH:19]=4)[N:16]=[C:12]3[CH:11]=[CH:10][CH:9]=2)[CH:5]=[CH:6][CH:7]=1.[C:32]1([N:38]=[C:39]=[O:40])[CH:37]=[CH:36][CH:35]=[CH:34][CH:33]=1. (2) Given the product [F:31][C:29]1[CH:30]=[C:25]([CH2:24][C@@H:23]([C:33]2[C:38]([C:39]3[CH:40]=[CH:41][C:42]([F:48])=[C:43]([CH:47]=3)[C:44]([NH2:46])=[O:45])=[CH:37][CH:36]=[CH:35][N:34]=2)[NH:22][C:20](=[O:21])[CH2:19][N:11]2[CH:12]=[C:13]([C:15]([F:17])([F:18])[F:16])[N:14]=[C:10]2[CH2:9][OH:8])[CH:26]=[C:27]([F:32])[CH:28]=1, predict the reactants needed to synthesize it. The reactants are: C([O:8][CH2:9][C:10]1[N:11]([CH2:19][C:20]([NH:22][C@H:23]([C:33]2[C:38]([C:39]3[CH:40]=[CH:41][C:42]([F:48])=[C:43]([CH:47]=3)[C:44]([NH2:46])=[O:45])=[CH:37][CH:36]=[CH:35][N:34]=2)[CH2:24][C:25]2[CH:30]=[C:29]([F:31])[CH:28]=[C:27]([F:32])[CH:26]=2)=[O:21])[CH:12]=[C:13]([C:15]([F:18])([F:17])[F:16])[N:14]=1)C1C=CC=CC=1. (3) Given the product [Cl:8][C:6]1[C:5]2[N:9]=[C:24]([CH2:25][CH3:26])[O:27][C:4]=2[C:3]([C:12]2[C:17]([Cl:18])=[C:16]([CH3:19])[C:15]([C:20]([F:23])([F:22])[F:21])=[CH:14][N:13]=2)=[C:2]([F:1])[CH:7]=1, predict the reactants needed to synthesize it. The reactants are: [F:1][C:2]1[CH:7]=[C:6]([Cl:8])[C:5]([N:9]=[N+]=[N-])=[CH:4][C:3]=1[C:12]1[C:17]([Cl:18])=[C:16]([CH3:19])[C:15]([C:20]([F:23])([F:22])[F:21])=[CH:14][N:13]=1.[C:24](O)(=[O:27])[CH2:25][CH3:26].[OH-].[Na+]. (4) Given the product [C:20]([C:19]1[CH:14]([C:11]2[CH:12]=[C:13]3[C:8](=[CH:9][CH:10]=2)[NH:7][N:6]=[C:5]3[C:3]([OH:4])=[O:2])[C:15]([C:24]#[N:25])=[C:16]([CH3:23])[NH:17][C:18]=1[CH3:22])#[N:21], predict the reactants needed to synthesize it. The reactants are: C[O:2][C:3]([C:5]1[C:13]2[C:8](=[CH:9][CH:10]=[C:11]([CH:14]3[C:19]([C:20]#[N:21])=[C:18]([CH3:22])[NH:17][C:16]([CH3:23])=[C:15]3[C:24]#[N:25])[CH:12]=2)[NH:7][N:6]=1)=[O:4].[Li+].[OH-].Cl. (5) Given the product [CH:1]([NH:4][CH:5]([CH3:7])[CH3:6])([CH3:3])[CH3:2].[Br:8][C@H:9]([CH:13]([CH3:15])[CH3:14])[C:10]([OH:12])=[O:11], predict the reactants needed to synthesize it. The reactants are: [CH:1]([NH:4][CH:5]([CH3:7])[CH3:6])([CH3:3])[CH3:2].[Br:8][C@H:9]([CH:13]([CH3:15])[CH3:14])[C:10]([OH:12])=[O:11]. (6) Given the product [NH2:17][C:11]1[C:2]([Cl:1])=[N:3][C:4]2[C:9](=[CH:8][CH:7]=[CH:6][CH:5]=2)[N:10]=1, predict the reactants needed to synthesize it. The reactants are: [Cl:1][C:2]1[C:11](Cl)=[N:10][C:9]2[C:4](=[CH:5][CH:6]=[CH:7][CH:8]=2)[N:3]=1.C(=O)([O-])[O-].[NH4+:17].[NH4+].O.C(OCC)(=O)C.